From a dataset of Experimentally validated miRNA-target interactions with 360,000+ pairs, plus equal number of negative samples. Binary Classification. Given a miRNA mature sequence and a target amino acid sequence, predict their likelihood of interaction. (1) The miRNA is mmu-miR-16-5p with sequence UAGCAGCACGUAAAUAUUGGCG. The protein sequence of the target gene is MAQLGAVVAVASSFFCASLFSAVHKIEEGHIGVYYRGGALLTSTSGPGFHLMLPFITSYKSVQTTLQTDEVKNVPCGTSGGVMIYFDRIEVVNFLVPNAVYDIVKNYTADYDKALIFNKIHHELNQFCSVHTLQEVYIELFDQIDENLKLALQQDLTSMAPGLVIQAVRVTKPNIPEAIRRNYELMESEKTKLLIAAQKQKVVEKEAETERKKALIEAEKVAQVAEITYGQKVMEKETEKKISEIEDAAFLAREKAKADAECYTALKIAEANKLKLTPEYLQLMKYKAIASNSKIYFGKD.... Result: 1 (interaction). (2) The miRNA is hsa-miR-7110-5p with sequence UGGGGGUGUGGGGAGAGAGAG. The protein sequence of the target gene is MPRRKQQAPRRSAAYVPEEELKAAEIDEEHVEDDGLSLDIQESEYMCNEETEIKEAQSYQNSPVSSATNQDAGYGSPFSESSDQLAHFKGSSSREEKEDPQCPDSVSYPQDSLAQIKAVYANLFSESCWSSLALDLKKSGSTTSTNDASQKESSAPTPTPPTCPVSTTGPTTSTPSTSCSSSTSHSSTTSTSSSSGYDWHQAALAKTLQQTSSYGLLPEPSLFSTVQLYRQNNKLYGSVFTGASKFRCKDCSAAYDTLVELTVHMNETGHYRDDNRDKDSEKTKRWSKPRKRSLMEMEGK.... Result: 0 (no interaction). (3) The miRNA is hsa-miR-4733-5p with sequence AAUCCCAAUGCUAGACCCGGUG. The protein sequence of the target gene is MAAAAVARLWWRGILGASALTRGTGRPSVLLLPVRRESAGADTRPTVRPRNDVAHKQLSAFGEYVAEILPKYVQQVQVSCFNELEVCIHPDGVIPVLTFLRDHTNAQFKSLVDLTAVDVPTRQNRFEIVYNLLSLRFNSRIRVKTYTDELTPIESAVSVFKAANWYEREIWDMFGVFFANHPDLRRILTDYGFEGHPFRKDFPLSGYVELRYDDEVKRVVAEPVELAQEFRKFDLNSPWEAFPVYRQPPESLKLEAGDKKPDAK. Result: 0 (no interaction). (4) The miRNA is mmu-miR-7028-3p with sequence CCUUCUCUUCCCCCUCGGCCAG. The protein sequence of the target gene is MAVQLVPDSALGLLMMTEGRRCQVHLLDDRKLELLVQPKLLAKELLDLVASHFNLKEKEYFGIAFTDETGHLNWLQLDRRVLEHDFPKKSGPVVLYFCVRFYIESISYLKDNATIELFFLNAKSCIYKELIDVDSEVVFELASYILQEAKGDFSSNEVVRSDLKKLPALPTQALKEHPSLAYCEDRVIEHYKKLNGQTRGQAIVNYMSIVESLPTYGVHYYAVKDKQGIPWWLGLSYKGIFQYDYHDKVKPRKIFQWRQLENLYFREKKFSVEVHDPRRASVTRRTFGHSGIAVHTWYAC.... Result: 0 (no interaction). (5) The miRNA is hsa-miR-519d-3p with sequence CAAAGUGCCUCCCUUUAGAGUG. The protein sequence of the target gene is MARISFSYLCPASWYFTVPTVSPFLRQRVAFLGLFFISCLLLLMLIIDFRHWSASLPRDRQYERYLARVGELEATDTEDPNLNYGLVVDCGSSGSRIFVYFWPRHNGNPHDLLDIKQMRDRNSQPVVKKIKPGISAMADTPEHASDYLRPLLSFAAAHVPVKKHKETPLYILCTAGMRLLPERKQLAILADLVKDLPLEFDFLFSQSQAEVISGKQEGVYAWIGINFVLGRFDHEDESDAEATQELAAGRRRTVGILDMGGASLQIAYEVPTSTSVLPAKQEEAAKILLAEFNLGCDVQH.... Result: 1 (interaction). (6) The miRNA is mmu-miR-5129-5p with sequence AUGUGGGGGCAUUGGUAUUUUC. The protein sequence of the target gene is MAAPEEQDLTQEQTEKLLQFQDLTGIESMEQCRLALEQHNWNMEAAVQDRLNEQEGVPSVFNPPPARPLQVNTADHRIYSYVVSRPQPRGLLGWGYYLIMLPFRFTYYTILDIFRFALRFIRPDPRSRVTDPVGDIVSFMHSFEEKYGRAHPVFYQGTYSQALNDAKRELRFLLVYLHGDDHQDSDEFCRNALCAPEVISLINSRMLFWACSTNKPEGYRVSQALRENTYPFLAMIMLKDRRMTVVGRLEGLIQPDDLINQLTFIMDANQTYLVSERLEREERNQTQVLRQQQDEAYLAS.... Result: 1 (interaction). (7) The miRNA is cel-miR-231-3p with sequence UAAGCUCGUGAUCAACAGGCAGAA. The protein sequence of the target gene is MGGAARDRGRKDAALPGAGLPPQQRRLGDGVYDTFMMIDETKGPPYSDTFSNPSEAPVSRRLNITTEPLTRGHTQHFVNGSEMKVEQLFQEFGNRRSNTLQSDGISNSEKSSPASQGKSSESLSAVKCNLSSRPSKVLPLTPEQALKQYKHHLTAYEKLEIVSYPEIYFVGPNAKKRQGVIGGPNNGGYDDADGAYIHVPRDHLAYRYEVLKIIGKGSFGQVARVYDHKLRQYVALKMVRNEKRFHRQAAEEIRILEHLKKQDKTGSMNVIHMLESFTFRNHVCMAFELLSIDLYELIKK.... Result: 0 (no interaction).